Predict which catalyst facilitates the given reaction. From a dataset of Catalyst prediction with 721,799 reactions and 888 catalyst types from USPTO. (1) Reactant: CC1(C)C(C)(C)OB([C:9]2[CH:10]=[C:11]([CH:20]=[CH:21][CH:22]=2)[O:12][CH2:13][C:14]2[CH:15]=[N:16][CH:17]=[CH:18][CH:19]=2)O1.[C:24]([O:28][C:29]([N:31]([C:48]1[CH:53]=[CH:52][N:51]=[C:50](Cl)[N:49]=1)[C:32]1[CH:33]=[C:34]2[C:38](=[CH:39][CH:40]=1)[N:37](C(OC(C)(C)C)=O)[N:36]=[CH:35]2)=[O:30])([CH3:27])([CH3:26])[CH3:25].C([O-])([O-])=O.[K+].[K+]. Product: [NH:37]1[C:38]2[C:34](=[CH:33][C:32]([N:31]([C:48]3[CH:53]=[CH:52][N:51]=[C:50]([C:9]4[CH:22]=[CH:21][CH:20]=[C:11]([O:12][CH2:13][C:14]5[CH:15]=[N:16][CH:17]=[CH:18][CH:19]=5)[CH:10]=4)[N:49]=3)[C:29](=[O:30])[O:28][C:24]([CH3:27])([CH3:25])[CH3:26])=[CH:40][CH:39]=2)[CH:35]=[N:36]1. The catalyst class is: 117. (2) Reactant: [CH3:1][O:2][C:3]1[CH:4]=[C:5]([O:21][C:22]2[CH:23]=[N:24][C:25]([S:28]([CH3:31])(=[O:30])=[O:29])=[CH:26][CH:27]=2)[CH:6]=[C:7]2[C:11]=1[NH:10][C:9]([C:12]1[S:13][CH:14]([CH2:17][C:18](O)=[O:19])[CH2:15][N:16]=1)=[CH:8]2.Cl.[CH2:33]([N:35]=C=NCCCN(C)C)[CH3:34].ON1C2C=CC=CC=2N=N1.C(N)C. Product: [CH2:33]([NH:35][C:18](=[O:19])[CH2:17][CH:14]1[S:13][C:12]([C:9]2[NH:10][C:11]3[C:7]([CH:8]=2)=[CH:6][C:5]([O:21][C:22]2[CH:23]=[N:24][C:25]([S:28]([CH3:31])(=[O:30])=[O:29])=[CH:26][CH:27]=2)=[CH:4][C:3]=3[O:2][CH3:1])=[N:16][CH2:15]1)[CH3:34]. The catalyst class is: 145.